From a dataset of Peptide-MHC class II binding affinity with 134,281 pairs from IEDB. Regression. Given a peptide amino acid sequence and an MHC pseudo amino acid sequence, predict their binding affinity value. This is MHC class II binding data. (1) The peptide sequence is PCRIPVIVADDLTAA. The MHC is DRB1_1501 with pseudo-sequence DRB1_1501. The binding affinity (normalized) is 0.0743. (2) The MHC is HLA-DQA10301-DQB10302 with pseudo-sequence HLA-DQA10301-DQB10302. The peptide sequence is LRAEQASQEVKNWMTETL. The binding affinity (normalized) is 0.316. (3) The peptide sequence is VVAPQLPADLMIRII. The MHC is HLA-DPA10103-DPB10201 with pseudo-sequence HLA-DPA10103-DPB10201. The binding affinity (normalized) is 0.212. (4) The peptide sequence is MASSSSVLLVVVLFA. The MHC is DRB1_0101 with pseudo-sequence DRB1_0101. The binding affinity (normalized) is 0.0324. (5) The peptide sequence is EFQVVNPHLLRVLTE. The MHC is DRB1_1501 with pseudo-sequence DRB1_1501. The binding affinity (normalized) is 0.418. (6) The peptide sequence is LDDSNKRKVLAIDFG. The MHC is H-2-IAb with pseudo-sequence H-2-IAb. The binding affinity (normalized) is 0.